Task: Predict the reactants needed to synthesize the given product.. Dataset: Full USPTO retrosynthesis dataset with 1.9M reactions from patents (1976-2016) (1) Given the product [CH3:35][S:36]([OH:39])(=[O:38])=[O:37].[S:1]1[C:5]2[CH:6]=[CH:7][CH:8]=[CH:9][C:4]=2[C:3]([N:10]2[CH2:15][CH2:14][N:13]([CH2:16][CH2:17][C:18]3[CH:26]=[C:25]4[C:21]([CH2:22][CH:23]([N:29]([CH2:33][CH3:34])[C:30](=[O:32])[CH3:31])[C:24]4([CH3:28])[CH3:27])=[CH:20][CH:19]=3)[CH2:12][CH2:11]2)=[N:2]1, predict the reactants needed to synthesize it. The reactants are: [S:1]1[C:5]2[CH:6]=[CH:7][CH:8]=[CH:9][C:4]=2[C:3]([N:10]2[CH2:15][CH2:14][N:13]([CH2:16][CH2:17][C:18]3[CH:26]=[C:25]4[C:21]([CH2:22][CH:23]([N:29]([CH2:33][CH3:34])[C:30](=[O:32])[CH3:31])[C:24]4([CH3:28])[CH3:27])=[CH:20][CH:19]=3)[CH2:12][CH2:11]2)=[N:2]1.[CH3:35][S:36]([OH:39])(=[O:38])=[O:37]. (2) Given the product [Br:1][C:2]1[C:3]([C:4]([N:69]([CH3:70])[CH3:66])=[O:5])=[CH:7][C:8]([O:21][CH2:22][C:23]2[CH:28]=[CH:27][CH:26]=[CH:25][CH:24]=2)=[C:9]([CH:10]=1)[C:11]([O:13][CH2:14][C:15]1[CH:20]=[CH:19][CH:18]=[CH:17][CH:16]=1)=[O:12], predict the reactants needed to synthesize it. The reactants are: [Br:1][C:2]1[CH:10]=[C:9]([C:11]([O:13][CH2:14][C:15]2[CH:20]=[CH:19][CH:18]=[CH:17][CH:16]=2)=[O:12])[C:8]([O:21][CH2:22][C:23]2[CH:28]=[CH:27][CH:26]=[CH:25][CH:24]=2)=[CH:7][C:3]=1[C:4](O)=[O:5].BrC1C(C=O)=CC(OCC2C=CC=CC=2)=C(C=1)C(OCC1C=CC=CC=1)=O.S(=O)(=O)(O)N.CC(CC)=C.[CH:66]([N:69](C(C)C)[CH2:70]C)(C)C.Cl.CNC.ON1C2N=CC=CC=2N=N1.C(Cl)CCl. (3) Given the product [CH3:22][O:23][C:12]([C:3]1[C:4]2[CH:5]=[CH:6][CH:7]=[N:8][C:9]=2[CH:10]=[CH:11][C:2]=1[NH2:1])=[O:13], predict the reactants needed to synthesize it. The reactants are: [NH2:1][C:2]1[CH:11]=[CH:10][C:9]2[N:8]=[CH:7][CH:6]=[CH:5][C:4]=2[C:3]=1[C:12](N)=[O:13].S(=O)(=O)(O)O.[OH-].[Na+].[C:22]([O-])(O)=[O:23].[Na+]. (4) The reactants are: [CH3:1][C:2]1[CH:3]=[CH:4][C:5]([OH:9])=[N:6][C:7]=1[CH3:8].S(=O)(=O)(O)O.[N+:15]([O-])([OH:17])=[O:16]. Given the product [CH3:1][C:2]1[CH:3]=[C:4]([N+:15]([O-:17])=[O:16])[C:5]([OH:9])=[N:6][C:7]=1[CH3:8], predict the reactants needed to synthesize it. (5) Given the product [O:7]=[C:6]1[N:8]2[CH2:13][CH2:12][N:11]([C:14]([O:16][C:17]([CH3:18])([CH3:19])[CH3:20])=[O:15])[CH2:10][CH:9]2[CH2:21][O:23]1, predict the reactants needed to synthesize it. The reactants are: C(O[C:6]([N:8]1[CH2:13][CH2:12][N:11]([C:14]([O:16][C:17]([CH3:20])([CH3:19])[CH3:18])=[O:15])[CH2:10][CH:9]1[C:21]([OH:23])=O)=[O:7])(C)(C)C.B.C1COCC1.[H-].[Na+]. (6) Given the product [CH3:1][O:2][C:3]1[C:11]2[N:10]=[CH:9][N:8]([CH:12]3[CH2:17][CH2:16][CH2:15][CH2:14][O:13]3)[C:7]=2[CH:6]=[CH:5][C:4]=1[CH:18]=[N:27][OH:26], predict the reactants needed to synthesize it. The reactants are: [CH3:1][O:2][C:3]1[C:11]2[N:10]=[CH:9][N:8]([CH:12]3[CH2:17][CH2:16][CH2:15][CH2:14][O:13]3)[C:7]=2[CH:6]=[CH:5][C:4]=1[CH:18]=O.CC([O-])=O.[Na+].Cl.[OH:26][NH2:27].